Task: Predict the reaction yield, written as a fraction of the theoretical maximum amount of product (1.0 means a 100% yield; for example, 0.34 means a 34% yield).. Dataset: Reaction yield outcomes from USPTO patents with 853,638 reactions (1) The yield is 0.940. The catalyst is CCOCC. The reactants are [H-].[H-].[H-].[H-].[Li+].[Al+3].[CH2:7]([O:13][C:14]([O:25][CH2:26][CH2:27][CH2:28][CH2:29][CH2:30][CH3:31])([CH3:24])[C:15](OCCCCCC)=[O:16])[CH2:8][CH2:9][CH2:10][CH2:11][CH3:12]. The product is [CH2:26]([O:25][C:14]([O:13][CH2:7][CH2:8][CH2:9][CH2:10][CH2:11][CH3:12])([CH3:24])[CH2:15][OH:16])[CH2:27][CH2:28][CH2:29][CH2:30][CH3:31]. (2) The reactants are Cl[C:2]1[CH:7]=[CH:6][N:5]=[C:4]2[NH:8][CH:9]=[C:10]([C:11]#[N:12])[C:3]=12.[CH3:13][C:14]1[CH:15]=[C:16](B(O)O)[CH:17]=[CH:18][CH:19]=1. The yield is 0.380. No catalyst specified. The product is [CH3:13][C:14]1[CH:19]=[C:18]([C:2]2[CH:7]=[CH:6][N:5]=[C:4]3[NH:8][CH:9]=[C:10]([C:11]#[N:12])[C:3]=23)[CH:17]=[CH:16][CH:15]=1. (3) The catalyst is CCO. The product is [Br:1][C:2]1[CH:3]=[C:4]([CH2:8][NH2:9])[CH:5]=[N:6][CH:7]=1. The reactants are [Br:1][C:2]1[CH:3]=[C:4]([CH2:8][N:9]2C(=O)C3C(=CC=CC=3)C2=O)[CH:5]=[N:6][CH:7]=1.O.NN. The yield is 0.977. (4) The reactants are [C:12]([O:11][C:9](O[C:9]([O:11][C:12]([CH3:15])([CH3:14])[CH3:13])=[O:10])=[O:10])([CH3:15])([CH3:14])[CH3:13].[NH2:16][C:17]1[CH:22]=[C:21]([NH2:23])[CH:20]=[CH:19][C:18]=1[CH3:24].C(N(CC)CC)C.CCCCCC.C(OCC)(=O)C. The catalyst is CO.O. The product is [CH3:24][C:18]1[CH:19]=[CH:20][C:21]([NH:23][C:9]([O:11][C:12]([CH3:13])([CH3:14])[CH3:15])=[O:10])=[CH:22][C:17]=1[NH2:16]. The yield is 0.670. (5) The reactants are [OH:1][C:2]1[C:3]([C:8]([OH:10])=O)=[N:4][CH:5]=[CH:6][CH:7]=1.C(N(C(C)C)CC)(C)C.CCN=C=NCCCN(C)C.ON1C2C=CC=CC=2N=N1.Cl.[C:42]([O:46][C:47](=[O:50])[CH2:48][NH2:49])([CH3:45])([CH3:44])[CH3:43]. The catalyst is CN(C=O)C. The product is [C:42]([O:46][C:47](=[O:50])[CH2:48][NH:49][C:8]([C:3]1[C:2]([OH:1])=[CH:7][CH:6]=[CH:5][N:4]=1)=[O:10])([CH3:45])([CH3:44])[CH3:43]. The yield is 0.220. (6) The reactants are CN(C(ON1N=NC2C=CC=CC1=2)=[N+](C)C)C.F[P-](F)(F)(F)(F)F.[CH3:25][C:26]([CH3:39])([CH3:38])[CH2:27][CH2:28][N:29]1[CH2:34][CH2:33][CH:32]([C:35]([OH:37])=O)[CH2:31][CH2:30]1.CCN(C(C)C)C(C)C.[NH2:49][CH2:50][C:51]1[CH:67]=[CH:66][C:54]([C:55]([N:57]([C:59]2[CH:64]=[CH:63][C:62]([Cl:65])=[CH:61][CH:60]=2)[CH3:58])=[O:56])=[CH:53][C:52]=1[CH3:68]. The catalyst is CN(C=O)C.CCOC(C)=O. The product is [Cl:65][C:62]1[CH:63]=[CH:64][C:59]([N:57]([CH3:58])[C:55]([C:54]2[CH:66]=[CH:67][C:51]([CH2:50][NH:49][C:35]([CH:32]3[CH2:31][CH2:30][N:29]([CH2:28][CH2:27][C:26]([CH3:25])([CH3:39])[CH3:38])[CH2:34][CH2:33]3)=[O:37])=[C:52]([CH3:68])[CH:53]=2)=[O:56])=[CH:60][CH:61]=1. The yield is 0.830. (7) The reactants are [CH3:1][O:2][C:3]1[C:4]([O:31][CH3:32])=[CH:5][C:6]2[C:15]3[C:10](=[C:11]4[CH:19]=[C:18]5[O:20][CH2:21][O:22][C:17]5=[CH:16][C:12]4=[N:13][CH:14]=3)[N:9]([CH:23]([CH3:28])[CH2:24][N:25]([CH3:27])[CH3:26])[C:8](=O)[C:7]=2[CH:30]=1.[H-].[H-].[H-].[H-].[Li+].[Al+3]. The catalyst is C1COCC1. The product is [CH3:1][O:2][C:3]1[C:4]([O:31][CH3:32])=[CH:5][C:6]2[C:15]3[C:10](=[C:11]4[CH:19]=[C:18]5[O:20][CH2:21][O:22][C:17]5=[CH:16][C:12]4=[N:13][CH:14]=3)[N:9]([CH:23]([CH3:28])[CH2:24][N:25]([CH3:26])[CH3:27])[CH2:8][C:7]=2[CH:30]=1. The yield is 0.454.